Dataset: Forward reaction prediction with 1.9M reactions from USPTO patents (1976-2016). Task: Predict the product of the given reaction. Given the reactants C(O[NH:9][CH2:10][CH:11]([CH2:15][CH2:16][CH2:17][CH2:18][CH3:19])[C:12]([OH:14])=[O:13])C1C=CC=CC=1.[C:20]([O:23][C:24](=O)[CH3:25])(=[O:22])C, predict the reaction product. The product is: [CH2:24]([O:23][C:20]([NH:9][CH2:10][CH:11]([CH2:15][CH2:16][CH2:17][CH2:18][CH3:19])[C:12]([OH:14])=[O:13])=[O:22])[C:25]1[CH:17]=[CH:16][CH:15]=[CH:11][CH:10]=1.